This data is from Reaction yield outcomes from USPTO patents with 853,638 reactions. The task is: Predict the reaction yield, written as a fraction of the theoretical maximum amount of product (1.0 means a 100% yield; for example, 0.34 means a 34% yield). (1) The reactants are [C:1]([O:5][C:6](=[O:34])[NH:7][C:8]1[CH:13]=[C:12]([NH:14][C:15]([C:17]2NC(C(F)(F)F)=N[C:21]=2[C:22]2[CH:27]=[CH:26]C(F)=CC=2)=O)[CH:11]=[CH:10][C:9]=1C)([CH3:4])([CH3:3])[CH3:2].Cl[C:36]1[N:45]([CH3:46])[C:44](=[O:47])C2C(=CC=CC=2)[N:37]=1.C[O-].[Na+].[CH:51]1C=CC2N=CNC(=O)C=2C=1. The catalyst is C1C=CC(/C=C/C(/C=C/C2C=CC=CC=2)=O)=CC=1.C1C=CC(/C=C/C(/C=C/C2C=CC=CC=2)=O)=CC=1.C1C=CC(/C=C/C(/C=C/C2C=CC=CC=2)=O)=CC=1.[Pd].[Pd].CCOC(C)=O.C1(C)C=CC=CC=1. The product is [CH3:51][C:11]1[CH:10]=[CH:9][C:8]([NH:7][C:6](=[O:34])[O:5][C:1]([CH3:2])([CH3:3])[CH3:4])=[CH:13][C:12]=1[NH:14][C:15]1[CH:17]=[C:21]2[C:22](=[CH:27][CH:26]=1)[N:37]=[CH:36][N:45]([CH3:46])[C:44]2=[O:47]. The yield is 0.830. (2) The reactants are [OH:1][C:2]1[N:7]=[CH:6][C:5]([N:8]2[C:12]([CH3:14])([CH3:13])[C:11](=[O:15])[N:10]([C:16]3[CH:23]=[CH:22][C:19]([C:20]#[N:21])=[C:18]([C:24]([F:27])([F:26])[F:25])[CH:17]=3)[C:9]2=[S:28])=[CH:4][CH:3]=1.[O:29]1[CH2:33][CH2:32][C@@H:31](OS(C2C=CC(C)=CC=2)(=O)=O)[CH2:30]1.C(=O)([O-])[O-].[Cs+].[Cs+].[Cl-].[Na+]. The catalyst is CN(C)C(=O)C. The product is [CH3:13][C:12]1([CH3:14])[C:11](=[O:15])[N:10]([C:16]2[CH:23]=[CH:22][C:19]([C:20]#[N:21])=[C:18]([C:24]([F:25])([F:27])[F:26])[CH:17]=2)[C:9](=[S:28])[N:8]1[C:5]1[CH:6]=[N:7][C:2]([O:1][C@H:31]2[CH2:32][CH2:33][O:29][CH2:30]2)=[CH:3][CH:4]=1. The yield is 0.526. (3) The catalyst is O1CCOCC1.[Cu]I.CO.C(OCC)(=O)C. The reactants are Br[C:2]1[N:3]=[CH:4][C:5]([NH2:8])=[N:6][CH:7]=1.[NH:9]1[CH2:13][CH2:12][CH2:11][C:10]1=[O:14].C(=O)([O-])[O-].[K+].[K+].[C@@H]1(N)CCCC[C@H]1N. The product is [NH2:8][C:5]1[N:6]=[CH:7][C:2]([N:9]2[CH2:13][CH2:12][CH2:11][C:10]2=[O:14])=[N:3][CH:4]=1. The yield is 0.307. (4) The reactants are [H-].[Na+].[CH3:3][O:4][C:5]1[CH:10]=[CH:9][C:8]([NH2:11])=[CH:7][CH:6]=1.[Cl:12][C:13]1[CH:18]=[CH:17][CH:16]=[C:15](Cl)[C:14]=1[N+:20]([O-:22])=[O:21].Cl. The catalyst is C1COCC1.O. The yield is 0.850. The product is [Cl:12][C:13]1[C:14]([N+:20]([O-:22])=[O:21])=[C:15]([CH:16]=[CH:17][CH:18]=1)[NH:11][C:8]1[CH:9]=[CH:10][C:5]([O:4][CH3:3])=[CH:6][CH:7]=1. (5) The reactants are [F:1][C:2]1[C:3](B(O)O)=[N:4][CH:5]=[CH:6][CH:7]=1.C(O)C.C([O-])([O-])=O.[K+].[K+].Br[C:21]1[S:22][C:23]([N:26]([C:34]([O:36][C:37]([CH3:40])([CH3:39])[CH3:38])=[O:35])[C:27]([O:29][C:30]([CH3:33])([CH3:32])[CH3:31])=[O:28])=[CH:24][N:25]=1. The catalyst is C1C=CC([P]([Pd]([P](C2C=CC=CC=2)(C2C=CC=CC=2)C2C=CC=CC=2)([P](C2C=CC=CC=2)(C2C=CC=CC=2)C2C=CC=CC=2)[P](C2C=CC=CC=2)(C2C=CC=CC=2)C2C=CC=CC=2)(C2C=CC=CC=2)C2C=CC=CC=2)=CC=1.C1(C)C=CC=CC=1. The product is [F:1][C:2]1[CH:7]=[C:6]([C:21]2[S:22][C:23]([N:26]([C:27]([O:29][C:30]([CH3:33])([CH3:32])[CH3:31])=[O:28])[C:34]([O:36][C:37]([CH3:38])([CH3:39])[CH3:40])=[O:35])=[CH:24][N:25]=2)[CH:5]=[N:4][CH:3]=1. The yield is 0.730. (6) The reactants are Cl[C:2]1[N:7]=[CH:6][N:5]=[C:4]([NH:8][CH:9]2[CH2:14][CH2:13][CH2:12][N:11](C(OC(C)(C)C)=O)[CH2:10]2)[CH:3]=1.[Cl:22][C:23]1[CH:24]=[C:25]([CH:27]=[CH:28][C:29]=1[F:30])[NH2:26]. The yield is 0.850. The product is [Cl:22][C:23]1[CH:24]=[C:25]([NH:26][C:2]2[CH:3]=[C:4]([NH:8][CH:9]3[CH2:14][CH2:13][CH2:12][NH:11][CH2:10]3)[N:5]=[CH:6][N:7]=2)[CH:27]=[CH:28][C:29]=1[F:30]. The catalyst is CCOC(C)=O.